Dataset: Full USPTO retrosynthesis dataset with 1.9M reactions from patents (1976-2016). Task: Predict the reactants needed to synthesize the given product. (1) Given the product [Cl:1][C:2]1[CH:7]=[C:6]([C:25]2[N:29]3[CH:30]=[C:31]([NH:34][CH:35]4[CH2:40][CH2:39][CH2:38][CH:37]([OH:41])[CH2:36]4)[CH:32]=[CH:33][C:28]3=[N:27][CH:26]=2)[CH:5]=[C:4]([F:17])[N:3]=1, predict the reactants needed to synthesize it. The reactants are: [Cl:1][C:2]1[CH:7]=[C:6](B2OC(C)(C)C(C)(C)O2)[CH:5]=[C:4]([F:17])[N:3]=1.ClC1C=C([C:25]2[N:29]3[CH:30]=[C:31]([NH:34][CH:35]4[CH2:40][CH2:39][CH2:38][CH:37]([OH:41])[CH2:36]4)[CH:32]=[CH:33][C:28]3=[N:27][CH:26]=2)C=CN=1.BrC1N2C=C(NC3CCCC(O)C3)C=CC2=NC=1. (2) Given the product [NH2:1][C:2]1[C:3]([C:25]([NH2:26])=[O:27])=[N:4][C:5]([C:15]2[CH:20]=[CH:19][C:18](=[O:21])[N:17]([CH:22]([CH3:24])[CH3:23])[N:16]=2)=[C:6]([C:8]2[CH:13]=[CH:12][CH:11]=[CH:10][C:9]=2[Br:14])[N:7]=1, predict the reactants needed to synthesize it. The reactants are: [NH2:1][C:2]1[C:3]([C:25]#[N:26])=[N:4][C:5]([C:15]2[CH:20]=[CH:19][C:18](=[O:21])[N:17]([CH:22]([CH3:24])[CH3:23])[N:16]=2)=[C:6]([C:8]2[CH:13]=[CH:12][CH:11]=[CH:10][C:9]=2[Br:14])[N:7]=1.[O:27]1CCOCC1. (3) Given the product [CH3:1][O:2][C:3]1[CH:25]=[CH:24][C:6]([CH2:7][O:8][C:9]2[C:18](=[O:19])[C:17]3[C:12](=[CH:13][CH:14]=[C:15]([C:20]([NH:33][CH2:32][CH2:31][N:26]4[CH2:30][CH2:29][CH2:28][CH2:27]4)=[O:22])[CH:16]=3)[N:11]([CH3:23])[CH:10]=2)=[CH:5][CH:4]=1, predict the reactants needed to synthesize it. The reactants are: [CH3:1][O:2][C:3]1[CH:25]=[CH:24][C:6]([CH2:7][O:8][C:9]2[C:18](=[O:19])[C:17]3[C:12](=[CH:13][CH:14]=[C:15]([C:20]([OH:22])=O)[CH:16]=3)[N:11]([CH3:23])[CH:10]=2)=[CH:5][CH:4]=1.[N:26]1([CH2:31][CH2:32][NH2:33])[CH2:30][CH2:29][CH2:28][CH2:27]1.C(Cl)CCl.C1C=NC2N(O)N=NC=2C=1.C(N(CC)CC)C. (4) Given the product [CH3:1][C:2]1[CH:3]=[CH:4][C:5]([C:6]([O:8][C@H:9]2[CH2:13][C@H:12]([N:14]3[C:18]4[N:19]=[C:20]([F:26])[N:21]=[C:22]([NH2:23])[C:17]=4[CH:16]=[CH:15]3)[O:11][C@@H:10]2[CH2:27][O:28][C:29](=[O:37])[C:30]2[CH:31]=[CH:32][C:33]([CH3:36])=[CH:34][CH:35]=2)=[O:7])=[CH:38][CH:39]=1, predict the reactants needed to synthesize it. The reactants are: [CH3:1][C:2]1[CH:39]=[CH:38][C:5]([C:6]([O:8][C@H:9]2[CH2:13][C@H:12]([N:14]3[C:18]4[N:19]=[C:20]([F:26])[N:21]=[C:22]([N:23]=[N+]=[N-])[C:17]=4[CH:16]=[CH:15]3)[O:11][C@@H:10]2[CH2:27][O:28][C:29](=[O:37])[C:30]2[CH:35]=[CH:34][C:33]([CH3:36])=[CH:32][CH:31]=2)=[O:7])=[CH:4][CH:3]=1.C(S)CCS.C(N(CC)CC)C. (5) Given the product [F:1][C:2]1[CH:8]=[C:7]([C:9]([F:12])([F:11])[F:10])[CH:6]=[C:5]([C:15]#[C:14][Si:16]([CH3:19])([CH3:18])[CH3:17])[C:3]=1[NH2:4], predict the reactants needed to synthesize it. The reactants are: [F:1][C:2]1[CH:8]=[C:7]([C:9]([F:12])([F:11])[F:10])[CH:6]=[C:5](I)[C:3]=1[NH2:4].[C:14]([Si:16]([CH3:19])([CH3:18])[CH3:17])#[CH:15].